This data is from Reaction yield outcomes from USPTO patents with 853,638 reactions. The task is: Predict the reaction yield, written as a fraction of the theoretical maximum amount of product (1.0 means a 100% yield; for example, 0.34 means a 34% yield). The reactants are [N-:1]=[N+]=[N-].[Na+].[F:5][C:6]1[C:7]([C:16]([F:19])([F:18])[F:17])=[CH:8][CH:9]=[C:10]2[C:14]=1[C:13](=[O:15])[CH2:12][CH2:11]2.CO. The catalyst is C(O)(C(F)(F)F)=O.C(Cl)(Cl)Cl. The product is [F:5][C:6]1[C:7]([C:16]([F:19])([F:18])[F:17])=[CH:8][CH:9]=[C:10]2[C:14]=1[C:13](=[O:15])[NH:1][CH2:12][CH2:11]2. The yield is 0.561.